Dataset: Catalyst prediction with 721,799 reactions and 888 catalyst types from USPTO. Task: Predict which catalyst facilitates the given reaction. (1) Reactant: [CH3:1][N:2]([CH3:25])[C:3]([N:5]1[CH2:9][CH:8]2[CH2:10][C:11]([NH:14][CH2:15][C:16]([N:18]3[CH2:22][CH2:21][CH2:20][C@H:19]3[C:23]#[N:24])=[O:17])([CH3:13])[CH2:12][CH:7]2[CH2:6]1)=[O:4].O.[C:27]1([CH3:37])[CH:32]=[CH:31][C:30]([S:33]([OH:36])(=[O:35])=[O:34])=[CH:29][CH:28]=1.C(OCC)(=O)C. Product: [C:27]1([CH3:37])[CH:28]=[CH:29][C:30]([S:33]([OH:36])(=[O:34])=[O:35])=[CH:31][CH:32]=1.[CH3:25][N:2]([CH3:1])[C:3]([N:5]1[CH2:6][CH:7]2[CH2:12][C:11]([NH:14][CH2:15][C:16]([N:18]3[CH2:22][CH2:21][CH2:20][C@H:19]3[C:23]#[N:24])=[O:17])([CH3:13])[CH2:10][CH:8]2[CH2:9]1)=[O:4]. The catalyst class is: 4. (2) Reactant: [CH3:1][O:2][CH2:3][CH2:4][O:5][C:6]1[CH:7]=[C:8]2[C:20]([NH:21][C:22]3[CH:23]=[CH:24][CH:25]=[C:26]([C:28]#[CH:29])[CH:27]=3)=[N:19][CH:18]=[N:17][C:9]2=[CH:10][C:11]=1[O:12][CH2:13][CH2:14][O:15][CH3:16].N#N.C(Cl)[Cl:33]. Product: [C:28]([C:26]1[CH:27]=[C:22]([NH:21][C:20]2[C:8]3[C:9](=[CH:10][C:11]([O:12][CH2:13][CH2:14][O:15][CH3:16])=[C:6]([O:5][CH2:4][CH2:3][O:2][CH3:1])[CH:7]=3)[N:17]=[CH:18][N:19]=2)[CH:23]=[CH:24][C:25]=1[Cl:33])#[CH:29]. The catalyst class is: 10. (3) Reactant: [C:1]([C:3]1[CH:4]=[N:5][CH:6]=[CH:7][CH:8]=1)#[N:2].[Cl-].[NH4+].[N-:11]=[N+:12]=[N-:13].[Na+]. Product: [NH:11]1[C:1]([C:3]2[CH:4]=[N:5][CH:6]=[CH:7][CH:8]=2)=[N:2][N:13]=[N:12]1. The catalyst class is: 57. (4) Reactant: [Br:1][C:2]1[CH:3]=[C:4]([C:9]2([C:16]3[CH:21]=[CH:20][C:19]([O:22][CH3:23])=[C:18]([CH3:24])[CH:17]=3)[C:13](=S)[S:12][C:11](=S)[NH:10]2)[CH:5]=[CH:6][C:7]=1[F:8].Cl.Cl.[F:27][C:28]([F:33])([CH2:31][NH2:32])[CH2:29][NH2:30].C(N(C(C)C)C(C)C)C. Product: [Br:1][C:2]1[CH:3]=[C:4]([C:9]2([C:16]3[CH:21]=[CH:20][C:19]([O:22][CH3:23])=[C:18]([CH3:24])[CH:17]=3)[C:13]3=[N:30][CH2:29][C:28]([F:33])([F:27])[CH2:31][N:32]3[C:11](=[S:12])[NH:10]2)[CH:5]=[CH:6][C:7]=1[F:8]. The catalyst class is: 8. (5) The catalyst class is: 88. Reactant: [Cl:1][C:2]1[CH:7]=[CH:6][C:5]([C:8]2[N:9]=[C:10]([CH2:13][C:14]([O:16]CC)=[O:15])[S:11][CH:12]=2)=[CH:4][CH:3]=1.[OH-].[K+]. Product: [Cl:1][C:2]1[CH:3]=[CH:4][C:5]([C:8]2[N:9]=[C:10]([CH2:13][C:14]([OH:16])=[O:15])[S:11][CH:12]=2)=[CH:6][CH:7]=1. (6) Reactant: [CH2:1]([O:8][C:9]([NH:11][CH:12]([CH2:24][C:25]#[CH:26])[C:13]([NH:15][CH:16]([CH2:20][CH:21]([CH3:23])[CH3:22])[C:17]([OH:19])=O)=[O:14])=[O:10])[C:2]1[CH:7]=[CH:6][CH:5]=[CH:4][CH:3]=1.CCN=C=NCCCN(C)C.C1C=CC2N(O)N=NC=2C=1.[Cl-].[N:49]([CH2:52][CH2:53][CH2:54][NH:55][C:56](=[O:65])[CH2:57][CH2:58][CH:59]([NH3+:64])[C:60]([O:62][CH3:63])=[O:61])=[N+:50]=[N-:51].CCN(C(C)C)C(C)C. Product: [N:49]([CH2:52][CH2:53][CH2:54][NH:55][C:56](=[O:65])[CH2:57][CH2:58][CH:59]([C:60]([O:62][CH3:63])=[O:61])[NH:64][C:17](=[O:19])[CH:16]([CH2:20][CH:21]([CH3:23])[CH3:22])[NH:15][C:13](=[O:14])[CH:12]([CH2:24][C:25]#[CH:26])[NH:11][C:9](=[O:10])[O:8][CH2:1][C:2]1[CH:3]=[CH:4][CH:5]=[CH:6][CH:7]=1)=[N+:50]=[N-:51]. The catalyst class is: 3. (7) Reactant: C([Li])(CC)C.CC12CO[C:10]([CH2:15][O:16][C:17]3[CH:22]=[CH:21][C:20]([C:23]([F:26])([F:25])[F:24])=[CH:19][CH:18]=3)([O:11]C1)[O:9]C2.C[O:28][B:29](OC)[O:30]C. Product: [B:29]([C:18]1[CH:19]=[C:20]([C:23]([F:26])([F:25])[F:24])[CH:21]=[CH:22][C:17]=1[O:16][CH2:15][C:10]([OH:11])=[O:9])([OH:30])[OH:28]. The catalyst class is: 1. (8) Reactant: [Si]([O:8][C@H:9]([CH3:26])[C@:10]([C:18]1[CH:23]=[CH:22][C:21]([F:24])=[CH:20][C:19]=1[F:25])([OH:17])[CH2:11][N:12]1[CH:16]=[N:15][CH:14]=[N:13]1)(C(C)(C)C)(C)C.[F-].C([N+](CCCC)(CCCC)CCCC)CCC.O.C(OCC)(=O)C. Product: [F:25][C:19]1[CH:20]=[C:21]([F:24])[CH:22]=[CH:23][C:18]=1[C@:10]([OH:17])([C@H:9]([OH:8])[CH3:26])[CH2:11][N:12]1[CH:16]=[N:15][CH:14]=[N:13]1. The catalyst class is: 7.